The task is: Regression. Given a peptide amino acid sequence and an MHC pseudo amino acid sequence, predict their binding affinity value. This is MHC class I binding data.. This data is from Peptide-MHC class I binding affinity with 185,985 pairs from IEDB/IMGT. The binding affinity (normalized) is 0.0355. The MHC is HLA-A02:01 with pseudo-sequence HLA-A02:01. The peptide sequence is ISDSNPYLTQW.